From a dataset of Reaction yield outcomes from USPTO patents with 853,638 reactions. Predict the reaction yield, written as a fraction of the theoretical maximum amount of product (1.0 means a 100% yield; for example, 0.34 means a 34% yield). (1) The reactants are [C:1]([O:5][C:6]([N:8]1[CH2:14][C:13]2[CH:15]=[C:16]([Cl:19])[CH:17]=[CH:18][C:12]=2[NH:11][C:10](=O)[CH2:9]1)=[O:7])([CH3:4])([CH3:3])[CH3:2].COC1C=CC(P2(=S)SP(=S)(C3C=CC(OC)=CC=3)[S:30]2)=CC=1. The catalyst is O1CCCC1. The product is [C:1]([O:5][C:6]([N:8]1[CH2:14][C:13]2[CH:15]=[C:16]([Cl:19])[CH:17]=[CH:18][C:12]=2[NH:11][C:10](=[S:30])[CH2:9]1)=[O:7])([CH3:4])([CH3:3])[CH3:2]. The yield is 0.864. (2) The reactants are CO[C:3]([C:5]1[N:6]=[C:7]2[CH:16]=[CH:15][C:14]([Br:17])=[CH:13][N:8]2[C:9](=[O:12])[C:10]=1[OH:11])=[O:4].[F:18][C:19]1[CH:26]=[CH:25][C:22]([CH2:23][NH2:24])=[CH:21][CH:20]=1. The catalyst is CO. The product is [F:18][C:19]1[CH:26]=[CH:25][C:22]([CH2:23][NH:24][C:3]([C:5]2[N:6]=[C:7]3[CH:16]=[CH:15][C:14]([Br:17])=[CH:13][N:8]3[C:9](=[O:12])[C:10]=2[OH:11])=[O:4])=[CH:21][CH:20]=1. The yield is 0.920. (3) The reactants are [Cl:1][C:2]1[CH:7]=[C:6]([F:8])[CH:5]=[CH:4][C:3]=1[O:9][CH2:10][CH2:11][F:12].[Li]CCCC.CN([CH:21]=[O:22])C. The catalyst is C1COCC1. The product is [Cl:1][C:2]1[C:3]([O:9][CH2:10][CH2:11][F:12])=[CH:4][CH:5]=[C:6]([F:8])[C:7]=1[CH:21]=[O:22]. The yield is 0.980. (4) The reactants are [O:1]1[C:5]2[CH:6]=[CH:7][C:8]([C:10]3([C:13]([NH:15][C:16]4[CH:17]=[C:18]5[C:22](=[CH:23][CH:24]=4)[N:21]([CH2:25][CH2:26]Cl)[CH:20]([C:28]([CH3:31])([CH3:30])[CH3:29])[CH2:19]5)=[O:14])[CH2:12][CH2:11]3)=[CH:9][C:4]=2[O:3][CH2:2]1.[C-:32]#[N:33].[Na+]. The catalyst is C(O)C.O. The product is [O:1]1[C:5]2[CH:6]=[CH:7][C:8]([C:10]3([C:13]([NH:15][C:16]4[CH:17]=[C:18]5[C:22](=[CH:23][CH:24]=4)[N:21]([CH2:25][CH2:26][C:32]#[N:33])[CH:20]([C:28]([CH3:31])([CH3:30])[CH3:29])[CH2:19]5)=[O:14])[CH2:12][CH2:11]3)=[CH:9][C:4]=2[O:3][CH2:2]1. The yield is 0.770. (5) The reactants are [C:1]1([CH:7]([CH3:11])[C:8](O)=[O:9])[CH:6]=[CH:5][CH:4]=[CH:3][CH:2]=1.CN([CH:15]=[O:16])C.[CH2:17](N(CC)CC)[CH3:18].[CH2:24](Cl)Cl. The catalyst is C(Cl)(=O)C(Cl)=O. The product is [CH2:17]([O:9][C:8]1[C:7]([CH3:11])([C:1]2[CH:6]=[CH:5][CH:4]=[CH:3][CH:2]=2)[C:15](=[O:16])[CH:24]=1)[CH3:18]. The yield is 0.450.